The task is: Predict the product of the given reaction.. This data is from Forward reaction prediction with 1.9M reactions from USPTO patents (1976-2016). (1) Given the reactants [C:1]([O:8][CH3:9])(=[O:7])[CH2:2][C:3]([O:5][CH3:6])=[O:4].C([O-])([O-])=O.[K+].[K+].[Br:16][C:17]1[CH:22]=[CH:21][C:20](F)=[C:19]([N+:24]([O-:26])=[O:25])[CH:18]=1.Cl, predict the reaction product. The product is: [Br:16][C:17]1[CH:22]=[CH:21][C:20]([CH:2]([C:1]([O:8][CH3:9])=[O:7])[C:3]([O:5][CH3:6])=[O:4])=[C:19]([N+:24]([O-:26])=[O:25])[CH:18]=1. (2) Given the reactants B(Cl)(Cl)Cl.C(Cl)Cl.C([O:15][C:16]1[C:17]([CH3:32])=[C:18]([CH3:31])[C:19]([NH:23][C:24]([C:26]2[S:27][CH:28]=[CH:29][CH:30]=2)=[O:25])=[N:20][C:21]=1[CH3:22])C1C=CC=CC=1.CC1C(C)=C(C)C(C)=C(C)C=1, predict the reaction product. The product is: [OH:15][C:16]1[C:17]([CH3:32])=[C:18]([CH3:31])[C:19]([NH:23][C:24]([C:26]2[S:27][CH:28]=[CH:29][CH:30]=2)=[O:25])=[N:20][C:21]=1[CH3:22]. (3) Given the reactants Br[C:2]1[CH:7]=[CH:6][N:5]2[C:8]3[CH:14]=[CH:13][CH:12]=[CH:11][C:9]=3[N:10]=[C:4]2[N:3]=1.[NH:15]1[C:23]2[C:18](=[CH:19][C:20](B(O)O)=[CH:21][CH:22]=2)[CH:17]=[CH:16]1.C(O)(C(F)(F)F)=O, predict the reaction product. The product is: [NH:15]1[C:23]2[C:18](=[CH:19][C:20]([C:2]3[CH:7]=[CH:6][N:5]4[C:8]5[CH:14]=[CH:13][CH:12]=[CH:11][C:9]=5[N:10]=[C:4]4[N:3]=3)=[CH:21][CH:22]=2)[CH:17]=[CH:16]1. (4) Given the reactants Cl[C:2]1[N:6]2[CH:7]=[C:8]([F:11])[CH:9]=[CH:10][C:5]2=[N:4][N:3]=1.[NH:12]1[CH2:16][CH2:15][CH2:14][CH2:13]1, predict the reaction product. The product is: [F:11][C:8]1[CH:9]=[CH:10][C:5]2[N:6]([C:2]([N:12]3[CH2:16][CH2:15][CH2:14][CH2:13]3)=[N:3][N:4]=2)[CH:7]=1. (5) Given the reactants Br[CH2:2][C:3]1[CH:4]=[C:5]([C:9]2[CH:14]=[CH:13][CH:12]=[CH:11][CH:10]=2)[CH:6]=[CH:7][CH:8]=1.C(=O)([O-])[O-].[K+].[K+].[C:21]([OH:25])(=[O:24])[CH:22]=[CH2:23].C(=O)=O, predict the reaction product. The product is: [C:21]([O:25][CH2:2][C:3]1[CH:8]=[CH:7][CH:6]=[C:5]([C:9]2[CH:14]=[CH:13][CH:12]=[CH:11][CH:10]=2)[CH:4]=1)(=[O:24])[CH:22]=[CH2:23]. (6) Given the reactants [CH:1]1([C:4]2[C:13]([CH:14]=[O:15])=[C:12]([C:16]3[CH:21]=[CH:20][C:19]([F:22])=[CH:18][CH:17]=3)[C:11]3[C:6](=[CH:7][CH:8]=[CH:9][CH:10]=3)[N:5]=2)[CH2:3][CH2:2]1.[C:23](#[N:25])[CH3:24], predict the reaction product. The product is: [CH:1]1([C:4]2[C:13]([CH:14]([OH:15])[CH2:24][C:23]#[N:25])=[C:12]([C:16]3[CH:21]=[CH:20][C:19]([F:22])=[CH:18][CH:17]=3)[C:11]3[C:6](=[CH:7][CH:8]=[CH:9][CH:10]=3)[N:5]=2)[CH2:2][CH2:3]1.